From a dataset of Reaction yield outcomes from USPTO patents with 853,638 reactions. Predict the reaction yield, written as a fraction of the theoretical maximum amount of product (1.0 means a 100% yield; for example, 0.34 means a 34% yield). (1) The reactants are [CH3:1][N:2]([CH3:34])[C:3]1[C:8]([CH2:9][C:10]([O:12]C)=[O:11])=[CH:7][N:6]=[C:5]([CH2:14][C:15]2[CH:20]=[CH:19][C:18]([NH:21][C:22]([C:24]3[CH:33]=[CH:32][C:31]4[C:26](=[CH:27][CH:28]=[CH:29][CH:30]=4)[CH:25]=3)=[O:23])=[CH:17][CH:16]=2)[N:4]=1.[OH-].[Na+].CCOCC.Cl. The catalyst is C1COCC1. The product is [CH3:34][N:2]([CH3:1])[C:3]1[C:8]([CH2:9][C:10]([OH:12])=[O:11])=[CH:7][N:6]=[C:5]([CH2:14][C:15]2[CH:16]=[CH:17][C:18]([NH:21][C:22]([C:24]3[CH:33]=[CH:32][C:31]4[C:26](=[CH:27][CH:28]=[CH:29][CH:30]=4)[CH:25]=3)=[O:23])=[CH:19][CH:20]=2)[N:4]=1. The yield is 0.360. (2) The yield is 0.634. The product is [Cl:1][C:2]1[CH:7]=[C:6]([O:8][CH2:9][CH2:10][CH2:11][NH2:14])[CH:5]=[N:4][CH:3]=1. The reactants are [Cl:1][C:2]1[CH:3]=[N:4][CH:5]=[C:6]([O:8][CH2:9][CH2:10][CH2:11]Cl)[CH:7]=1.[OH-].[NH4+:14]. The catalyst is CO. (3) The yield is 0.150. The reactants are C(O)C.Cl[C:5]1[C:10]([Cl:11])=[N:9][CH:8]=[CH:7][N:6]=1.Cl.[CH2:13]([O:15][C:16](=[O:19])[CH2:17][NH2:18])[CH3:14]. The product is [Cl:11][C:10]1[C:5]([NH:18][CH2:17][C:16]([O:15][CH2:13][CH3:14])=[O:19])=[N:6][CH:7]=[CH:8][N:9]=1. The catalyst is C(N(CC)CC)C. (4) The reactants are [CH3:1][C:2]([CH3:8])([CH2:5][CH2:6][OH:7])[CH2:3][OH:4].N1C=NN=N1.C(N(CC)[P:17]([O:26][CH2:27][C:28]1[CH:33]=[CH:32][CH:31]=[CH:30][CH:29]=1)[O:18][CH2:19][C:20]1[CH:25]=[CH:24][CH:23]=[CH:22][CH:21]=1)C.ClC1C=CC=C(C(OO)=[O:44])C=1.C([O-])([O-])=O.[Na+].[Na+]. The catalyst is C1COCC1.ClCCl. The product is [P:17]([O:4][CH2:3][C:2]([CH3:8])([CH3:1])[CH2:5][CH2:6][OH:7])([O:18][CH2:19][C:20]1[CH:21]=[CH:22][CH:23]=[CH:24][CH:25]=1)([O:26][CH2:27][C:28]1[CH:29]=[CH:30][CH:31]=[CH:32][CH:33]=1)=[O:44]. The yield is 0.170. (5) The reactants are Br[C:2]1[CH:27]=[CH:26][C:5]([O:6][CH2:7][CH2:8][CH2:9][O:10][C:11]2[CH:12]=[C:13]3[C:17](=[CH:18][CH:19]=2)[C@H:16]([CH2:20][C:21]([O:23][CH2:24][CH3:25])=[O:22])[CH2:15][CH2:14]3)=[C:4]([O:28][CH3:29])[CH:3]=1.[S:30]1[CH:34]=[CH:33][C:32](B(O)O)=[CH:31]1.C(Cl)Cl.C([O-])(O)=O.[Na+]. The catalyst is COCCOC.O.C1C=CC(P(C2C=CC=CC=2)[C-]2C=CC=C2)=CC=1.C1C=CC(P(C2C=CC=CC=2)[C-]2C=CC=C2)=CC=1.Cl[Pd]Cl.[Fe+2]. The product is [CH3:29][O:28][C:4]1[CH:3]=[C:2]([C:32]2[CH:33]=[CH:34][S:30][CH:31]=2)[CH:27]=[CH:26][C:5]=1[O:6][CH2:7][CH2:8][CH2:9][O:10][C:11]1[CH:12]=[C:13]2[C:17](=[CH:18][CH:19]=1)[C@H:16]([CH2:20][C:21]([O:23][CH2:24][CH3:25])=[O:22])[CH2:15][CH2:14]2. The yield is 0.590. (6) The reactants are [Br:1][C:2]1[CH:3]=[CH:4][C:5]([NH:11]/[CH:12]=[CH:13]/[N+:14]([O-:16])=[O:15])=[C:6]([CH:10]=1)[C:7](O)=[O:8].C([O-])(=O)C.[K+]. The catalyst is C(OC(=O)C)(=O)C. The product is [Br:1][C:2]1[CH:10]=[C:6]2[C:5](=[CH:4][CH:3]=1)[N:11]=[CH:12][C:13]([N+:14]([O-:16])=[O:15])=[C:7]2[OH:8]. The yield is 0.430. (7) The reactants are C([O:3][C:4](=[O:44])[CH2:5][CH2:6][CH2:7][CH2:8][O:9][C:10]1[CH:15]=[CH:14][C:13]([N:16]2[CH:24]=[N:23][C:22]3[C:17]2=[N:18][C:19]([NH:25][C:26]2[CH:31]=[CH:30][C:29]([O:32][CH2:33][CH2:34][CH2:35][NH:36][C:37]([O:39][C:40]([CH3:43])([CH3:42])[CH3:41])=[O:38])=[CH:28][CH:27]=2)=[N:20][CH:21]=3)=[CH:12][CH:11]=1)C.O[Li].O. The catalyst is C1COCC1.O. The product is [C:40]([O:39][C:37]([NH:36][CH2:35][CH2:34][CH2:33][O:32][C:29]1[CH:28]=[CH:27][C:26]([NH:25][C:19]2[N:18]=[C:17]3[C:22]([N:23]=[CH:24][N:16]3[C:13]3[CH:14]=[CH:15][C:10]([O:9][CH2:8][CH2:7][CH2:6][CH2:5][C:4]([OH:44])=[O:3])=[CH:11][CH:12]=3)=[CH:21][N:20]=2)=[CH:31][CH:30]=1)=[O:38])([CH3:43])([CH3:41])[CH3:42]. The yield is 0.880. (8) The reactants are [OH-].[K+].[Br:3][C:4]1[CH:5]=[N:6][CH:7]=[C:8]([C:10]#[C:11][Si](C)(C)C)[CH:9]=1. The catalyst is CO. The product is [Br:3][C:4]1[CH:5]=[N:6][CH:7]=[C:8]([C:10]#[CH:11])[CH:9]=1. The yield is 0.880. (9) The reactants are C(O[C:5]([N:7]1[CH2:12][CH2:11][CH:10]([CH2:13][CH2:14][N:15]2[CH2:20][CH2:19][N:18]([C:21]3[CH:26]=[CH:25][C:24]([S:27]([CH3:30])(=[O:29])=[O:28])=[CH:23][CH:22]=3)[CH2:17][CH2:16]2)[CH2:9][CH2:8]1)=O)CC.ClC1[N:37]=[CH:36][C:35]([F:38])=[CH:34][N:33]=1.CC(C)([O-])C.[Na+].CC1(C)C2C=CC=C(P(C3C=CC=CC=3)C3C=CC=CC=3)C=2OC2C1=CC=CC=2P(C1C=CC=CC=1)C1C=CC=CC=1. The catalyst is C1(C)C=CC=CC=1.C1C=CC(/C=C/C(/C=C/C2C=CC=CC=2)=O)=CC=1.C1C=CC(/C=C/C(/C=C/C2C=CC=CC=2)=O)=CC=1.C1C=CC(/C=C/C(/C=C/C2C=CC=CC=2)=O)=CC=1.[Pd].[Pd]. The product is [F:38][C:35]1[CH:34]=[N:33][C:5]([N:7]2[CH2:8][CH2:9][CH:10]([CH2:13][CH2:14][N:15]3[CH2:16][CH2:17][N:18]([C:21]4[CH:26]=[CH:25][C:24]([S:27]([CH3:30])(=[O:29])=[O:28])=[CH:23][CH:22]=4)[CH2:19][CH2:20]3)[CH2:11][CH2:12]2)=[N:37][CH:36]=1. The yield is 0.0700. (10) The reactants are [CH:1]([CH:4]1[C:9]2=[CH:10][C:11]3[CH:12]=[CH:13][C:14]([S:17][CH3:18])=[CH:15][C:16]=3[N:8]2[CH2:7][CH2:6][NH:5]1)([CH3:3])[CH3:2].Cl[C:20]1[N:25]=[C:24]([C:26]([F:29])([F:28])[F:27])[CH:23]=[CH:22][N:21]=1.CCN(C(C)C)C(C)C. The catalyst is CC(O)C. The product is [CH:1]([CH:4]1[C:9]2=[CH:10][C:11]3[CH:12]=[CH:13][C:14]([S:17][CH3:18])=[CH:15][C:16]=3[N:8]2[CH2:7][CH2:6][N:5]1[C:20]1[N:25]=[C:24]([C:26]([F:29])([F:28])[F:27])[CH:23]=[CH:22][N:21]=1)([CH3:3])[CH3:2]. The yield is 0.577.